From a dataset of Reaction yield outcomes from USPTO patents with 853,638 reactions. Predict the reaction yield, written as a fraction of the theoretical maximum amount of product (1.0 means a 100% yield; for example, 0.34 means a 34% yield). (1) The reactants are C([N:8]([CH2:12][CH2:13][CH:14]1[C:22]2[C:17](=[CH:18][CH:19]=[CH:20][CH:21]=2)[NH:16][C:15]1=[O:23])[CH2:9][CH2:10][OH:11])C1C=CC=CC=1.Cl[C:25]([O:27][CH2:28][C:29]1[CH:34]=[CH:33][CH:32]=[CH:31][CH:30]=1)=[O:26].C(=O)([O-])O.[K+].O. The catalyst is ClCCl. The product is [CH2:28]([O:27][C:25]([N:8]([CH2:12][CH2:13][CH:14]1[C:22]2[C:17](=[CH:18][CH:19]=[CH:20][CH:21]=2)[NH:16][C:15]1=[O:23])[CH2:9][CH2:10][OH:11])=[O:26])[C:29]1[CH:34]=[CH:33][CH:32]=[CH:31][CH:30]=1. The yield is 0.520. (2) The reactants are [N:1]1[CH:6]=[CH:5][CH:4]=[CH:3][C:2]=1[C:7]1[N:11]=[C:10]([C:12]2[CH:17]=[C:16](Br)[CH:15]=[CH:14][C:13]=2[O:19][CH3:20])[O:9][N:8]=1.O.[CH3:22][N:23](C)C=O. The catalyst is [C-]#N.[Zn+2].[C-]#N.C1C=CC([P]([Pd]([P](C2C=CC=CC=2)(C2C=CC=CC=2)C2C=CC=CC=2)([P](C2C=CC=CC=2)(C2C=CC=CC=2)C2C=CC=CC=2)[P](C2C=CC=CC=2)(C2C=CC=CC=2)C2C=CC=CC=2)(C2C=CC=CC=2)C2C=CC=CC=2)=CC=1. The product is [N:1]1[CH:6]=[CH:5][CH:4]=[CH:3][C:2]=1[C:7]1[N:11]=[C:10]([C:12]2[CH:17]=[C:16]([C:22]#[N:23])[CH:15]=[CH:14][C:13]=2[O:19][CH3:20])[O:9][N:8]=1. The yield is 0.120. (3) The yield is 0.940. The reactants are [NH2:1][C@@H:2]([CH:6]([CH3:8])[CH3:7])[C:3]([OH:5])=[O:4].[OH-].[Na+].Cl[C:12]([O:14][CH3:15])=[O:13]. The catalyst is O1CCOCC1. The product is [CH3:15][O:14][C:12]([NH:1][C@@H:2]([CH:6]([CH3:8])[CH3:7])[C:3]([OH:5])=[O:4])=[O:13].